This data is from Reaction yield outcomes from USPTO patents with 853,638 reactions. The task is: Predict the reaction yield, written as a fraction of the theoretical maximum amount of product (1.0 means a 100% yield; for example, 0.34 means a 34% yield). (1) The product is [CH3:65][C:53]([C:59]1[CH:60]=[CH:61][CH:62]=[CH:63][CH:64]=1)([CH2:52][CH2:51][CH2:50][C:49](=[O:66])[CH2:48][CH2:47][CH2:46][C:45]([CH3:73])([C:67]1[CH:68]=[CH:69][CH:70]=[CH:71][CH:72]=1)[C:44]([OH:74])=[O:43])[C:54]([OH:56])=[O:55]. The yield is 0.310. The catalyst is O.C(O)C. The reactants are C(C1C=CC(C(C)(CCCCC(=O)CCCCC(C2C=CC(CC(C)C)=CC=2)(C)C(O)=O)C(O)=O)=CC=1)C(C)C.C([O:43][C:44](=[O:74])[C:45]([CH3:73])([C:67]1[CH:72]=[CH:71][CH:70]=[CH:69][CH:68]=1)[CH2:46][CH2:47][CH2:48][C:49](=[O:66])[CH2:50][CH2:51][CH2:52][C:53]([CH3:65])([C:59]1[CH:64]=[CH:63][CH:62]=[CH:61][CH:60]=1)[C:54]([O:56]CC)=[O:55])C.[OH-].[K+]. (2) The reactants are [F:1][C:2]1[CH:7]=[C:6]([F:8])[CH:5]=[CH:4][C:3]=1[OH:9].CCN(C(C)C)C(C)C.[CH2:19](Br)[O:20][CH3:21]. The catalyst is C(Cl)Cl. The product is [F:1][C:2]1[CH:7]=[C:6]([F:8])[CH:5]=[CH:4][C:3]=1[O:9][CH2:19][O:20][CH3:21]. The yield is 0.880. (3) The reactants are [Br:1][C:2]1[CH:3]=[CH:4][C:5]([F:17])=[C:6]2[C:11]=1[N:10]=[C:9]([C:12](OCC)=[O:13])[CH:8]=[CH:7]2.CC(C[AlH]CC(C)C)C. The catalyst is C(Cl)Cl. The product is [Br:1][C:2]1[CH:3]=[CH:4][C:5]([F:17])=[C:6]2[C:11]=1[N:10]=[C:9]([CH2:12][OH:13])[CH:8]=[CH:7]2. The yield is 0.240. (4) The reactants are [NH2:1][CH2:2][C:3]1[CH:4]=[C:5]([CH:31]=[CH:32][CH:33]=1)[CH2:6][N:7]([CH2:20][C:21]1[CH:26]=[CH:25][C:24]([C:27]([F:30])([F:29])[F:28])=[CH:23][CH:22]=1)[S:8]([C:11]1[CH:16]=[C:15]([Cl:17])[CH:14]=[C:13]([Cl:18])[C:12]=1[OH:19])(=[O:10])=[O:9].[F:34][C:35]1[CH:40]=[C:39]([F:41])[CH:38]=[CH:37][C:36]=1[N:42]=[C:43]=[O:44]. The catalyst is CN(C=O)C. The product is [Cl:18][C:13]1[C:12]([OH:19])=[C:11]([S:8]([N:7]([CH2:6][C:5]2[CH:31]=[CH:32][CH:33]=[C:3]([CH2:2][NH:1][C:43]([NH:42][C:36]3[CH:37]=[CH:38][C:39]([F:41])=[CH:40][C:35]=3[F:34])=[O:44])[CH:4]=2)[CH2:20][C:21]2[CH:22]=[CH:23][C:24]([C:27]([F:29])([F:28])[F:30])=[CH:25][CH:26]=2)(=[O:9])=[O:10])[CH:16]=[C:15]([Cl:17])[CH:14]=1. The yield is 0.570. (5) The reactants are [CH3:1][O:2][C:3]1[CH:4]=[C:5]([C:11]([C:13]2[CH:18]=[CH:17][CH:16]=[C:15]([O:19][CH3:20])[CH:14]=2)=O)[CH:6]=[CH:7][C:8]=1[O:9][CH3:10].C(OP([CH2:29][C:30]#[N:31])(=O)OCC)C.C[Si]([N-][Si](C)(C)C)(C)C.[Li+].COC1C=C(C(C2C=CC=C(OC)C=2)=CC#N)C=C(OC)C=1. The catalyst is C1COCC1. The product is [CH3:1][O:2][C:3]1[CH:4]=[C:5]([C:11]([C:13]2[CH:18]=[CH:17][CH:16]=[C:15]([O:19][CH3:20])[CH:14]=2)=[CH:29][C:30]#[N:31])[CH:6]=[CH:7][C:8]=1[O:9][CH3:10]. The yield is 0.920. (6) The reactants are [Br:1][C:2]1[N:6]([CH:7]([CH3:9])[CH3:8])[N:5]=[CH:4][C:3]=1[CH2:10][C:11]1([C:24]([O:26]CC)=[O:25])[CH2:16][CH2:15][N:14]([C:17]([O:19][C:20]([CH3:23])([CH3:22])[CH3:21])=[O:18])[CH2:13][CH2:12]1.[OH-].[Li+]. The catalyst is CO. The product is [Br:1][C:2]1[N:6]([CH:7]([CH3:8])[CH3:9])[N:5]=[CH:4][C:3]=1[CH2:10][C:11]1([C:24]([OH:26])=[O:25])[CH2:16][CH2:15][N:14]([C:17]([O:19][C:20]([CH3:22])([CH3:21])[CH3:23])=[O:18])[CH2:13][CH2:12]1. The yield is 0.740.